From a dataset of Catalyst prediction with 721,799 reactions and 888 catalyst types from USPTO. Predict which catalyst facilitates the given reaction. The catalyst class is: 325. Product: [F:1][C:2]1[CH:7]=[CH:6][C:5]([C:8]2[C:9]([CH:14]3[CH2:17][N:16]([C:18]4[CH:27]=[CH:26][C:25]5[C:20](=[CH:21][CH:22]=[CH:23][CH:24]=5)[N:19]=4)[CH2:15]3)=[N:10][CH:11]=[CH:12][N:13]=2)=[CH:4][C:3]=1[OH:28]. Reactant: [F:1][C:2]1[CH:7]=[CH:6][C:5]([C:8]2[C:9]([CH:14]3[CH2:17][N:16]([C:18]4[CH:27]=[CH:26][C:25]5[C:20](=[CH:21][CH:22]=[CH:23][CH:24]=5)[N:19]=4)[CH2:15]3)=[N:10][CH:11]=[CH:12][N:13]=2)=[CH:4][C:3]=1[O:28]C.B(Br)(Br)Br.